From a dataset of NCI-60 drug combinations with 297,098 pairs across 59 cell lines. Regression. Given two drug SMILES strings and cell line genomic features, predict the synergy score measuring deviation from expected non-interaction effect. (1) Drug 1: C1=CC(=CC=C1CC(C(=O)O)N)N(CCCl)CCCl.Cl. Drug 2: CCC1(CC2CC(C3=C(CCN(C2)C1)C4=CC=CC=C4N3)(C5=C(C=C6C(=C5)C78CCN9C7C(C=CC9)(C(C(C8N6C=O)(C(=O)OC)O)OC(=O)C)CC)OC)C(=O)OC)O.OS(=O)(=O)O. Cell line: A549. Synergy scores: CSS=23.1, Synergy_ZIP=-5.65, Synergy_Bliss=3.52, Synergy_Loewe=-1.60, Synergy_HSA=-1.60. (2) Drug 1: C1=NC2=C(N=C(N=C2N1C3C(C(C(O3)CO)O)O)F)N. Drug 2: COCCOC1=C(C=C2C(=C1)C(=NC=N2)NC3=CC=CC(=C3)C#C)OCCOC.Cl. Cell line: LOX IMVI. Synergy scores: CSS=-11.5, Synergy_ZIP=2.46, Synergy_Bliss=-4.57, Synergy_Loewe=-10.3, Synergy_HSA=-9.79. (3) Drug 1: C#CCC(CC1=CN=C2C(=N1)C(=NC(=N2)N)N)C3=CC=C(C=C3)C(=O)NC(CCC(=O)O)C(=O)O. Drug 2: N.N.Cl[Pt+2]Cl. Cell line: MOLT-4. Synergy scores: CSS=52.0, Synergy_ZIP=2.53, Synergy_Bliss=2.34, Synergy_Loewe=-1.20, Synergy_HSA=-1.20. (4) Drug 1: C1=CC=C(C(=C1)C(C2=CC=C(C=C2)Cl)C(Cl)Cl)Cl. Drug 2: C1=NC2=C(N=C(N=C2N1C3C(C(C(O3)CO)O)F)Cl)N. Cell line: HCT-15. Synergy scores: CSS=2.72, Synergy_ZIP=1.70, Synergy_Bliss=6.97, Synergy_Loewe=-5.62, Synergy_HSA=2.13. (5) Drug 1: C1CN1P(=S)(N2CC2)N3CC3. Drug 2: CC1CCCC2(C(O2)CC(NC(=O)CC(C(C(=O)C(C1O)C)(C)C)O)C(=CC3=CSC(=N3)C)C)C. Cell line: HCT-15. Synergy scores: CSS=37.0, Synergy_ZIP=-1.38, Synergy_Bliss=-0.974, Synergy_Loewe=-23.8, Synergy_HSA=0.958. (6) Drug 1: CC=C1C(=O)NC(C(=O)OC2CC(=O)NC(C(=O)NC(CSSCCC=C2)C(=O)N1)C(C)C)C(C)C. Drug 2: C(CN)CNCCSP(=O)(O)O. Cell line: NCI-H322M. Synergy scores: CSS=39.7, Synergy_ZIP=1.02, Synergy_Bliss=-0.314, Synergy_Loewe=-40.4, Synergy_HSA=-1.71. (7) Drug 1: COC1=CC(=CC(=C1O)OC)C2C3C(COC3=O)C(C4=CC5=C(C=C24)OCO5)OC6C(C(C7C(O6)COC(O7)C8=CC=CS8)O)O. Drug 2: CC12CCC3C(C1CCC2O)C(CC4=C3C=CC(=C4)O)CCCCCCCCCS(=O)CCCC(C(F)(F)F)(F)F. Cell line: MDA-MB-231. Synergy scores: CSS=39.9, Synergy_ZIP=3.49, Synergy_Bliss=4.69, Synergy_Loewe=-3.96, Synergy_HSA=6.37.